From a dataset of NCI-60 drug combinations with 297,098 pairs across 59 cell lines. Regression. Given two drug SMILES strings and cell line genomic features, predict the synergy score measuring deviation from expected non-interaction effect. (1) Drug 1: C1CC(=O)NC(=O)C1N2CC3=C(C2=O)C=CC=C3N. Drug 2: C1CC(=O)NC(=O)C1N2C(=O)C3=CC=CC=C3C2=O. Cell line: OVCAR-8. Synergy scores: CSS=-2.46, Synergy_ZIP=-0.893, Synergy_Bliss=-4.23, Synergy_Loewe=-4.23, Synergy_HSA=-5.11. (2) Drug 1: C1=CC(=CC=C1C#N)C(C2=CC=C(C=C2)C#N)N3C=NC=N3. Drug 2: CN(CC1=CN=C2C(=N1)C(=NC(=N2)N)N)C3=CC=C(C=C3)C(=O)NC(CCC(=O)O)C(=O)O. Cell line: SN12C. Synergy scores: CSS=6.82, Synergy_ZIP=0.216, Synergy_Bliss=7.47, Synergy_Loewe=-16.3, Synergy_HSA=-5.76. (3) Drug 1: C1CC(=O)NC(=O)C1N2CC3=C(C2=O)C=CC=C3N. Drug 2: CCC(=C(C1=CC=CC=C1)C2=CC=C(C=C2)OCCN(C)C)C3=CC=CC=C3.C(C(=O)O)C(CC(=O)O)(C(=O)O)O. Cell line: ACHN. Synergy scores: CSS=1.10, Synergy_ZIP=-0.188, Synergy_Bliss=0.447, Synergy_Loewe=-0.461, Synergy_HSA=-0.674. (4) Drug 1: CNC(=O)C1=CC=CC=C1SC2=CC3=C(C=C2)C(=NN3)C=CC4=CC=CC=N4. Drug 2: C1CC(=O)NC(=O)C1N2CC3=C(C2=O)C=CC=C3N. Cell line: SF-268. Synergy scores: CSS=1.88, Synergy_ZIP=0.134, Synergy_Bliss=-0.0122, Synergy_Loewe=-2.30, Synergy_HSA=-0.905.